Task: Regression. Given a peptide amino acid sequence and an MHC pseudo amino acid sequence, predict their binding affinity value. This is MHC class II binding data.. Dataset: Peptide-MHC class II binding affinity with 134,281 pairs from IEDB (1) The peptide sequence is WDFGSVGGVFTSVGKAVH. The MHC is DRB3_0101 with pseudo-sequence DRB3_0101. The binding affinity (normalized) is 0. (2) The peptide sequence is EMLQNIFAIFRQDSS. The MHC is DRB1_0101 with pseudo-sequence DRB1_0101. The binding affinity (normalized) is 0.447. (3) The peptide sequence is KGSNPNYLALLVKYVNGDGD. The MHC is HLA-DQA10101-DQB10501 with pseudo-sequence HLA-DQA10101-DQB10501. The binding affinity (normalized) is 0.208. (4) The peptide sequence is ITDAVGNDMPGGYCL. The MHC is DRB1_0701 with pseudo-sequence DRB1_0701. The binding affinity (normalized) is 0.259. (5) The peptide sequence is AFKVAATAANAAPAT. The MHC is DRB1_1001 with pseudo-sequence DRB1_1001. The binding affinity (normalized) is 0.871. (6) The peptide sequence is VKAWWTDLLAKPSVQ. The MHC is HLA-DQA10401-DQB10402 with pseudo-sequence HLA-DQA10401-DQB10402. The binding affinity (normalized) is 0.387.